Dataset: Forward reaction prediction with 1.9M reactions from USPTO patents (1976-2016). Task: Predict the product of the given reaction. Given the reactants N1C(C)=CC=CC=1C.[F:9][C:10]([F:23])([F:22])[S:11]([O:14]S(C(F)(F)F)(=O)=O)(=[O:13])=[O:12].[Cl:24][C:25]1[CH:33]=[C:29]([C:30]([OH:32])=[O:31])[C:28](O)=[C:27]([N+:35]([O-:37])=[O:36])[CH:26]=1, predict the reaction product. The product is: [Cl:24][C:25]1[CH:26]=[C:27]([N+:35]([O-:37])=[O:36])[C:28]([O:14][S:11]([C:10]([F:23])([F:22])[F:9])(=[O:13])=[O:12])=[C:29]([CH:33]=1)[C:30]([OH:32])=[O:31].